The task is: Predict the reactants needed to synthesize the given product.. This data is from Full USPTO retrosynthesis dataset with 1.9M reactions from patents (1976-2016). (1) The reactants are: [CH2:1](O)[CH2:2][CH2:3][CH2:4][CH2:5][CH2:6][CH2:7][CH2:8][CH2:9][CH:10]=[CH2:11].P(Br)(Br)[Br:14]. Given the product [Br:14][CH2:1][CH2:2][CH2:3][CH2:4][CH2:5][CH2:6][CH2:7][CH2:8][CH2:9][CH:10]=[CH2:11], predict the reactants needed to synthesize it. (2) The reactants are: Cl[C:2]1[C:7]([C:8]([F:11])([F:10])[F:9])=[CH:6][CH:5]=[CH:4][N:3]=1.[NH:12]1[CH2:17][CH2:16][NH:15][CH2:14][CH2:13]1. Given the product [F:9][C:8]([F:11])([F:10])[C:7]1[C:2]([N:12]2[CH2:17][CH2:16][NH:15][CH2:14][CH2:13]2)=[N:3][CH:4]=[CH:5][CH:6]=1, predict the reactants needed to synthesize it.